From a dataset of Catalyst prediction with 721,799 reactions and 888 catalyst types from USPTO. Predict which catalyst facilitates the given reaction. (1) Reactant: [CH3:1][C@H:2]1[CH2:7][NH:6][C@H:5]([CH3:8])[CH2:4][N:3]1[C@H:9]([C:24]1[CH:36]=[CH:35][C:27]([C:28]([N:30]([CH2:33][CH3:34])[CH2:31][CH3:32])=[O:29])=[CH:26][CH:25]=1)[C:10]1[CH:15]=[CH:14][CH:13]=[C:12]([O:16]S(C(F)(F)F)(=O)=O)[CH:11]=1.[I-].[Na+].C(N(CC)CC)C.[F:46][C:47]1[CH:54]=[CH:53][C:50]([CH2:51]Br)=[CH:49][CH:48]=1.[OH-].[Na+]. The catalyst class is: 10. Product: [CH3:1][C@H:2]1[CH2:7][N:6]([CH2:51][C:50]2[CH:53]=[CH:54][C:47]([F:46])=[CH:48][CH:49]=2)[C@H:5]([CH3:8])[CH2:4][N:3]1[C@H:9]([C:24]1[CH:25]=[CH:26][C:27]([C:28]([N:30]([CH2:31][CH3:32])[CH2:33][CH3:34])=[O:29])=[CH:35][CH:36]=1)[C:10]1[CH:15]=[CH:14][CH:13]=[C:12]([OH:16])[CH:11]=1. (2) Product: [C:2]1([CH3:19])[CH:3]=[CH:4][C:5]([S:8]([N:11]2[CH2:18][CH2:17][CH2:16][C@H:12]2[C:13]([NH:25][C@H:24]([C:23]([OH:36])=[O:22])[CH2:26][C:27]2[C:35]3[C:30](=[CH:31][CH:32]=[CH:33][CH:34]=3)[NH:29][CH:28]=2)=[O:15])(=[O:9])=[O:10])=[CH:6][CH:7]=1. Reactant: O.[C:2]1([CH3:19])[CH:7]=[CH:6][C:5]([S:8]([N:11]2[CH2:18][CH2:17][CH2:16][C@H:12]2[C:13]([OH:15])=O)(=[O:10])=[O:9])=[CH:4][CH:3]=1.Cl.C[O:22][C:23](=[O:36])[C@H:24]([CH2:26][C:27]1[C:35]2[C:30](=[CH:31][CH:32]=[CH:33][CH:34]=2)[NH:29][CH:28]=1)[NH2:25].[Li+].[OH-]. The catalyst class is: 20.